From a dataset of Forward reaction prediction with 1.9M reactions from USPTO patents (1976-2016). Predict the product of the given reaction. (1) Given the reactants [CH2:1]([S:3]([NH:6][CH2:7][C:8]1[CH:9]=[N:10][CH:11]=[CH:12][CH:13]=1)(=[O:5])=[O:4])[CH3:2].C(=O)([O-])[O-].[Cs+].[Cs+].[I:20][C:21]1[CH:22]=[C:23]([CH:26]=[CH:27][CH:28]=1)[CH2:24]Br, predict the reaction product. The product is: [I:20][C:21]1[CH:22]=[C:23]([CH2:24][N:6]([CH2:7][C:8]2[CH:9]=[N:10][CH:11]=[CH:12][CH:13]=2)[S:3]([CH2:1][CH3:2])(=[O:5])=[O:4])[CH:26]=[CH:27][CH:28]=1. (2) Given the reactants [CH2:1]([NH:3][C:4]1[CH:9]=[CH:8][C:7]([O:10][CH3:11])=[CH:6][C:5]=1[CH:12]1[CH2:21][CH2:20][C:19]2[CH:18]=[C:17]([OH:22])[CH:16]=[CH:15][C:14]=2[CH2:13]1)[CH3:2].C1C2CCCCC=2C=CC=1O.[N:34]1([CH2:41][CH2:42][O:43][C:44]2[CH:51]=[CH:50][C:47]([CH:48]=O)=[CH:46][CH:45]=2)[CH2:40][CH2:39][CH2:38][CH2:37][CH2:36][CH2:35]1, predict the reaction product. The product is: [N:34]1([CH2:41][CH2:42][O:43][C:44]2[CH:51]=[CH:50][C:47]([CH2:48][CH2:2][CH2:1][NH:3][C:4]3[CH:9]=[CH:8][C:7]([O:10][CH3:11])=[CH:6][C:5]=3[CH:12]3[CH2:21][CH2:20][C:19]4[CH:18]=[C:17]([OH:22])[CH:16]=[CH:15][C:14]=4[CH2:13]3)=[CH:46][CH:45]=2)[CH2:40][CH2:39][CH2:38][CH2:37][CH2:36][CH2:35]1. (3) Given the reactants [Br:1][C:2]1[CH:11]=[CH:10][C:5]([C:6]([O:8]C)=[O:7])=[C:4]([C:12]#[N:13])[CH:3]=1.C(COC)OC.O.[OH-].[Li+].Cl, predict the reaction product. The product is: [Br:1][C:2]1[CH:11]=[CH:10][C:5]([C:6]([OH:8])=[O:7])=[C:4]([C:12]#[N:13])[CH:3]=1. (4) Given the reactants [NH2:1][C:2]1[CH:7]=[CH:6][C:5]([CH2:8][CH2:9][OH:10])=[CH:4][CH:3]=1.[C:11](O[C:11]([O:12][C:13]([CH3:16])([CH3:15])[CH3:14])=[O:17])(=[O:17])[O:12][C:13]([CH3:16])([CH3:15])[CH3:14], predict the reaction product. The product is: [C:13]([O:12][C:11](=[O:17])[NH:1][C:2]1[CH:7]=[CH:6][C:5]([CH2:8][CH2:9][OH:10])=[CH:4][CH:3]=1)([CH3:16])([CH3:15])[CH3:14]. (5) Given the reactants [C:1]1([CH:7]2[O:11][N:10]=[C:9]([C:12]3[N:13]=[C:14]([CH:17]4[CH2:22][CH2:21][N:20]([C:23](Cl)=[N:24][C:25]5[CH:30]=[C:29]([CH3:31])[CH:28]=[CH:27][C:26]=5[CH3:32])[CH2:19][CH2:18]4)[S:15][CH:16]=3)[CH2:8]2)[CH:6]=[CH:5][CH:4]=[CH:3][CH:2]=1.[NH3:34], predict the reaction product. The product is: [C:1]1([CH:7]2[O:11][N:10]=[C:9]([C:12]3[N:13]=[C:14]([CH:17]4[CH2:22][CH2:21][N:20]([C:23](=[NH:34])[NH:24][C:25]5[CH:30]=[C:29]([CH3:31])[CH:28]=[CH:27][C:26]=5[CH3:32])[CH2:19][CH2:18]4)[S:15][CH:16]=3)[CH2:8]2)[CH:6]=[CH:5][CH:4]=[CH:3][CH:2]=1. (6) Given the reactants [O:1]=[C:2]1[NH:7][C:6]2[CH:8]=[C:9]([C:12]([OH:14])=O)[CH:10]=[CH:11][C:5]=2[S:4][CH2:3]1.[CH3:15][O:16][C:17]1[CH:26]=[C:25]2[C:20]([N:21]=[CH:22][C:23]([S:27][CH2:28][CH2:29][N:30]3[CH2:35][CH2:34][CH:33]([NH:36][CH3:37])[CH2:32][CH2:31]3)=[N:24]2)=[CH:19][CH:18]=1.F[P-](F)(F)(F)(F)F.N1(OC(N(C)C)=[N+](C)C)C2N=CC=CC=2N=N1.C(N(CC)CC)C, predict the reaction product. The product is: [CH3:15][O:16][C:17]1[CH:26]=[C:25]2[C:20]([N:21]=[CH:22][C:23]([S:27][CH2:28][CH2:29][N:30]3[CH2:31][CH2:32][CH:33]([N:36]([CH3:37])[C:12]([C:9]4[CH:10]=[CH:11][C:5]5[S:4][CH2:3][C:2](=[O:1])[NH:7][C:6]=5[CH:8]=4)=[O:14])[CH2:34][CH2:35]3)=[N:24]2)=[CH:19][CH:18]=1. (7) Given the reactants CC1(C)C(C)(C)OB([C:9]2[CH:10]=[C:11]3[C:16](=[CH:17][CH:18]=2)[C:15]([C:19]([O:21][CH3:22])=[O:20])=[CH:14][CH:13]=[CH:12]3)O1.Br[C:25]1[CH:34]=[CH:33][CH:32]=[C:31]2[C:26]=1[CH:27]=[CH:28][N:29]=[CH:30]2.C(=O)([O-])[O-].[Na+].[Na+], predict the reaction product. The product is: [CH:30]1[C:31]2[C:26](=[C:25]([C:9]3[CH:10]=[C:11]4[C:16](=[CH:17][CH:18]=3)[C:15]([C:19]([O:21][CH3:22])=[O:20])=[CH:14][CH:13]=[CH:12]4)[CH:34]=[CH:33][CH:32]=2)[CH:27]=[CH:28][N:29]=1.